Dataset: Forward reaction prediction with 1.9M reactions from USPTO patents (1976-2016). Task: Predict the product of the given reaction. Given the reactants [CH2:1]([O:3][C:4]([C:6]1[C:10]([CH3:11])=[C:9]([C:12]2[CH:17]=[CH:16][C:15]([Cl:18])=[CH:14][CH:13]=2)[N:8]([C:19]2[CH:24]=[CH:23][CH:22]=[CH:21][C:20]=2[Cl:25])[N:7]=1)=[O:5])[CH3:2].[Br:26]N1C(=O)CCC1=O.CC(N=NC(C#N)(C)C)(C#N)C, predict the reaction product. The product is: [CH2:1]([O:3][C:4]([C:6]1[C:10]([CH2:11][Br:26])=[C:9]([C:12]2[CH:17]=[CH:16][C:15]([Cl:18])=[CH:14][CH:13]=2)[N:8]([C:19]2[CH:24]=[CH:23][CH:22]=[CH:21][C:20]=2[Cl:25])[N:7]=1)=[O:5])[CH3:2].